Dataset: NCI-60 drug combinations with 297,098 pairs across 59 cell lines. Task: Regression. Given two drug SMILES strings and cell line genomic features, predict the synergy score measuring deviation from expected non-interaction effect. (1) Drug 1: CCN(CC)CCCC(C)NC1=C2C=C(C=CC2=NC3=C1C=CC(=C3)Cl)OC. Drug 2: C1CC(=O)NC(=O)C1N2C(=O)C3=CC=CC=C3C2=O. Cell line: HCT116. Synergy scores: CSS=37.8, Synergy_ZIP=7.27, Synergy_Bliss=3.52, Synergy_Loewe=-8.96, Synergy_HSA=-2.41. (2) Drug 1: CC12CCC3C(C1CCC2=O)CC(=C)C4=CC(=O)C=CC34C. Drug 2: CC1CCC2CC(C(=CC=CC=CC(CC(C(=O)C(C(C(=CC(C(=O)CC(OC(=O)C3CCCCN3C(=O)C(=O)C1(O2)O)C(C)CC4CCC(C(C4)OC)O)C)C)O)OC)C)C)C)OC. Cell line: OVCAR-8. Synergy scores: CSS=59.9, Synergy_ZIP=-1.58, Synergy_Bliss=-3.13, Synergy_Loewe=-0.828, Synergy_HSA=-0.720. (3) Drug 1: CCC(=C(C1=CC=CC=C1)C2=CC=C(C=C2)OCCN(C)C)C3=CC=CC=C3.C(C(=O)O)C(CC(=O)O)(C(=O)O)O. Drug 2: CCC1(CC2CC(C3=C(CCN(C2)C1)C4=CC=CC=C4N3)(C5=C(C=C6C(=C5)C78CCN9C7C(C=CC9)(C(C(C8N6C)(C(=O)OC)O)OC(=O)C)CC)OC)C(=O)OC)O.OS(=O)(=O)O. Cell line: SR. Synergy scores: CSS=63.3, Synergy_ZIP=1.60, Synergy_Bliss=2.90, Synergy_Loewe=-22.3, Synergy_HSA=3.14. (4) Drug 1: C1=CC(=CC=C1C#N)C(C2=CC=C(C=C2)C#N)N3C=NC=N3. Drug 2: C1CN(P(=O)(OC1)NCCCl)CCCl. Cell line: HL-60(TB). Synergy scores: CSS=-6.12, Synergy_ZIP=3.85, Synergy_Bliss=4.51, Synergy_Loewe=-4.45, Synergy_HSA=-3.72. (5) Drug 1: C1CCN(CC1)CCOC2=CC=C(C=C2)C(=O)C3=C(SC4=C3C=CC(=C4)O)C5=CC=C(C=C5)O. Drug 2: CS(=O)(=O)OCCCCOS(=O)(=O)C. Cell line: PC-3. Synergy scores: CSS=8.37, Synergy_ZIP=1.22, Synergy_Bliss=1.01, Synergy_Loewe=0.517, Synergy_HSA=0.0562. (6) Drug 1: CNC(=O)C1=CC=CC=C1SC2=CC3=C(C=C2)C(=NN3)C=CC4=CC=CC=N4. Drug 2: C(CC(=O)O)C(=O)CN.Cl. Cell line: NCI-H322M. Synergy scores: CSS=13.8, Synergy_ZIP=-6.32, Synergy_Bliss=-5.92, Synergy_Loewe=-5.81, Synergy_HSA=-6.39.